From a dataset of Catalyst prediction with 721,799 reactions and 888 catalyst types from USPTO. Predict which catalyst facilitates the given reaction. Reactant: [CH2:1]([CH:3]([C:6]1[C:7]2[N:8]([C:13]([C:17]3[C:18]4[CH:26]=[CH:25][CH:24]=[C:23]([C:27]([CH3:29])=[CH2:28])[C:19]=4[S:20][C:21]=3[CH3:22])=[C:14]([CH3:16])[N:15]=2)[N:9]=[C:10]([CH3:12])[CH:11]=1)[CH2:4][CH3:5])[CH3:2]. Product: [CH2:1]([CH:3]([C:6]1[C:7]2[N:8]([C:13]([C:17]3[C:18]4[CH:26]=[CH:25][CH:24]=[C:23]([CH:27]([CH3:29])[CH3:28])[C:19]=4[S:20][C:21]=3[CH3:22])=[C:14]([CH3:16])[N:15]=2)[N:9]=[C:10]([CH3:12])[CH:11]=1)[CH2:4][CH3:5])[CH3:2]. The catalyst class is: 19.